This data is from Peptide-MHC class I binding affinity with 185,985 pairs from IEDB/IMGT. The task is: Regression. Given a peptide amino acid sequence and an MHC pseudo amino acid sequence, predict their binding affinity value. This is MHC class I binding data. (1) The peptide sequence is IIGRRLQRL. The MHC is HLA-B08:01 with pseudo-sequence HLA-B08:01. The binding affinity (normalized) is 0.551. (2) The peptide sequence is EAYCALLCK. The MHC is HLA-A02:11 with pseudo-sequence HLA-A02:11. The binding affinity (normalized) is 0.0847.